From a dataset of Peptide-MHC class II binding affinity with 134,281 pairs from IEDB. Regression. Given a peptide amino acid sequence and an MHC pseudo amino acid sequence, predict their binding affinity value. This is MHC class II binding data. (1) The peptide sequence is YDKFLANPSTVLTGK. The MHC is DRB1_0101 with pseudo-sequence DRB1_0101. The binding affinity (normalized) is 0.870. (2) The peptide sequence is PKYVKSTKLRLATG. The MHC is DRB1_0101 with pseudo-sequence DRB1_0101. The binding affinity (normalized) is 0. (3) The peptide sequence is AAATAGTNVYGAFAA. The MHC is HLA-DQA10102-DQB10602 with pseudo-sequence HLA-DQA10102-DQB10602. The binding affinity (normalized) is 0.677. (4) The peptide sequence is AGRFEVHAQTVEDEA. The MHC is HLA-DPA10201-DPB10101 with pseudo-sequence HLA-DPA10201-DPB10101. The binding affinity (normalized) is 0.343. (5) The peptide sequence is TSSDDQITLIKTPSL. The MHC is DRB1_0802 with pseudo-sequence DRB1_0802. The binding affinity (normalized) is 0.